Predict the reactants needed to synthesize the given product. From a dataset of Retrosynthesis with 50K atom-mapped reactions and 10 reaction types from USPTO. (1) Given the product Cc1ccc2c(N3CCC(NC(=O)[C@H]4CCCO4)CC3)nc(-c3ccccc3O)nc2c1, predict the reactants needed to synthesize it. The reactants are: Cc1ccc2c(N3CCC(N)CC3)nc(-c3ccccc3O)nc2c1.O=C(O)[C@H]1CCCO1. (2) Given the product C#CC(O)c1c(-c2ccc(F)cc2)nn2cc(C(F)(F)F)ccc12, predict the reactants needed to synthesize it. The reactants are: C#C[Mg+].O=Cc1c(-c2ccc(F)cc2)nn2cc(C(F)(F)F)ccc12. (3) Given the product O=S(=O)(c1cc(Cl)cc(Cl)c1O)N(CCc1ccc(F)cc1)Cc1cccc(CSCCc2ccccc2)c1, predict the reactants needed to synthesize it. The reactants are: Fc1ccc(CCNCc2cccc(CSCCc3ccccc3)c2)cc1.O=S(=O)(Cl)c1cc(Cl)cc(Cl)c1O. (4) Given the product NC(=O)CN1CC[C@](c2ccc(C(F)(C(F)(F)F)C(F)(F)F)cc2)(S(=O)(=O)c2ccc(F)cc2)C1, predict the reactants needed to synthesize it. The reactants are: NC(=O)CBr.O=S(=O)(c1ccc(F)cc1)[C@@]1(c2ccc(C(F)(C(F)(F)F)C(F)(F)F)cc2)CCNC1. (5) Given the product O=C1CCCN[C@H]1c1ccccc1, predict the reactants needed to synthesize it. The reactants are: O[C@H]1CCCN[C@H]1c1ccccc1. (6) Given the product O=C(O)c1cc(C2CC2)c(OCC23CC4CC(CC(C4)C2)C3)cc1F, predict the reactants needed to synthesize it. The reactants are: CC(C)(C)OC(=O)c1cc(C2CC2)c(OCC23CC4CC(CC(C4)C2)C3)cc1F.